From a dataset of Catalyst prediction with 721,799 reactions and 888 catalyst types from USPTO. Predict which catalyst facilitates the given reaction. (1) Reactant: [NH2:1][CH2:2][CH2:3][S:4][S:5][CH2:6][CH2:7][NH:8][C:9](=[O:15])[O:10][C:11]([CH3:14])([CH3:13])[CH3:12].[Cl:16][C:17]1[CH:37]=[CH:36][C:20]([C:21]([C:23]2[CH:35]=[CH:34][C:26]([O:27][C:28]([CH3:33])([CH3:32])[C:29](O)=[O:30])=[CH:25][CH:24]=2)=[O:22])=[CH:19][CH:18]=1.CCN=C=NCCCN(C)C. Product: [Cl:16][C:17]1[CH:37]=[CH:36][C:20]([C:21]([C:23]2[CH:35]=[CH:34][C:26]([O:27][C:28]([CH3:33])([CH3:32])[C:29]([NH:1][CH2:2][CH2:3][S:4][S:5][CH2:6][CH2:7][NH:8][C:9](=[O:15])[O:10][C:11]([CH3:12])([CH3:14])[CH3:13])=[O:30])=[CH:25][CH:24]=2)=[O:22])=[CH:19][CH:18]=1. The catalyst class is: 91. (2) Reactant: [CH3:1][C:2]1[NH:3][C:4]2[C:10]([CH3:11])=[CH:9][C:8]([C:12]([O:14][CH3:15])=[O:13])=[CH:7][C:5]=2[N:6]=1.[Cl:16][C:17]1[CH:24]=[C:23]([Cl:25])[CH:22]=[CH:21][C:18]=1[CH2:19]Cl.[I-].[Na+].C(=O)([O-])[O-].[K+].[K+]. Product: [Cl:16][C:17]1[CH:24]=[C:23]([Cl:25])[CH:22]=[CH:21][C:18]=1[CH2:19][N:6]1[C:5]2[CH:7]=[C:8]([C:12]([O:14][CH3:15])=[O:13])[CH:9]=[C:10]([CH3:11])[C:4]=2[N:3]=[C:2]1[CH3:1]. The catalyst class is: 9. (3) Product: [C:20]([O:19][C:17]([N:15]1[CH2:14][C:13]2([CH2:12][C:11](=[O:28])[C:10]3[C:25](=[CH:26][CH:27]=[C:8](/[CH:7]=[CH:6]/[C:5]([OH:29])=[O:4])[CH:9]=3)[O:24]2)[CH2:16]1)=[O:18])([CH3:23])([CH3:21])[CH3:22]. The catalyst class is: 127. Reactant: [OH-].[Na+].C[O:4][C:5](=[O:29])/[CH:6]=[CH:7]/[C:8]1[CH:9]=[C:10]2[C:25](=[CH:26][CH:27]=1)[O:24][C:13]1([CH2:16][N:15]([C:17]([O:19][C:20]([CH3:23])([CH3:22])[CH3:21])=[O:18])[CH2:14]1)[CH2:12][C:11]2=[O:28].Cl. (4) Reactant: [CH:1]([C:3]1[CH:8]=[CH:7][C:6]([S:9](Cl)(=[O:11])=[O:10])=[CH:5][CH:4]=1)=[O:2].C([O-])(O)=O.[Na+].[NH2:18][CH2:19][C:20]([CH3:23])([OH:22])[CH3:21]. Product: [CH:1]([C:3]1[CH:8]=[CH:7][C:6]([S:9]([NH:18][CH2:19][C:20]([OH:22])([CH3:23])[CH3:21])(=[O:11])=[O:10])=[CH:5][CH:4]=1)=[O:2]. The catalyst class is: 5. (5) Reactant: [O:1]=[C:2]1[NH:6][C:5]2[S:7][C:8]([C:10]([OH:12])=O)=[CH:9][C:4]=2/[C:3]/1=[CH:13]/[C:14]1[NH:15][CH:16]=[CH:17][CH:18]=1.ON1C2[CH:25]=[CH:26][CH:27]=[CH:28][C:23]=2N=N1.Cl.C[O:31][N:32](OC)CCCN=C=NCC.C(N(C(C)C)CC)(C)C.CN(C)C=[O:55]. Product: [O:55]1[CH2:25][CH2:26][CH2:27][CH2:28][CH:23]1[O:31][NH:32][C:10]([C:8]1[S:7][C:5]2[NH:6][C:2](=[O:1])/[C:3](=[CH:13]\[C:14]3[NH:15][CH:16]=[CH:17][CH:18]=3)/[C:4]=2[CH:9]=1)=[O:12]. The catalyst class is: 13. (6) The catalyst class is: 1. Product: [CH3:21][NH:22][C:2]1[CH:3]=[C:4]([C:11]2[CH:16]=[CH:15][CH:14]=[C:13]([C:17]([F:20])([F:19])[F:18])[CH:12]=2)[CH:5]=[CH:6][C:7]=1[N+:8]([O-:10])=[O:9]. Reactant: F[C:2]1[CH:3]=[C:4]([C:11]2[CH:16]=[CH:15][CH:14]=[C:13]([C:17]([F:20])([F:19])[F:18])[CH:12]=2)[CH:5]=[CH:6][C:7]=1[N+:8]([O-:10])=[O:9].[CH3:21][NH2:22]. (7) Reactant: Cl[C:2]1[C:15]2[C:14](=[O:16])[C:13]3[C:8](=[C:9](Cl)[CH:10]=[CH:11][CH:12]=3)[C:7](=[O:18])[C:6]=2[CH:5]=[CH:4][CH:3]=1.[NH2:19][CH2:20][CH2:21][CH2:22][OH:23].[OH2:24]. Product: [OH:23][CH2:22][CH2:21][CH2:20][NH:19][C:2]1[C:15]2[C:14](=[O:16])[C:13]3[C:8](=[C:9]([NH:19][CH2:20][CH2:21][CH2:22][OH:24])[CH:10]=[CH:11][CH:12]=3)[C:7](=[O:18])[C:6]=2[CH:5]=[CH:4][CH:3]=1. The catalyst class is: 16. (8) Reactant: N(C(OC(C)(C)C)=O)[C@H](C(N1CCC[C@H]1C(OC)=O)=O)CC(C)C.[NH:25]([C:61]([O:63][C:64]([CH3:67])([CH3:66])[CH3:65])=[O:62])[C@H:26]([C:42]([NH:44][C@H:45]([C:50]([N:52]1[CH2:60][CH2:59][CH2:58][C@H:53]1[C:54]([O:56][CH3:57])=[O:55])=[O:51])[CH2:46][CH:47]([CH3:49])[CH3:48])=[O:43])[CH2:27][C:28]1[CH:33]=[CH:32][C:31]([O:34]CC2C=CC=CC=2)=[CH:30][CH:29]=1.C(O)(C(F)(F)F)=O.N(C(OC(C)(C)C)=O)[C@H](C(O)=O)CC1C=CC(OCC2C=CC=CC=2)=CC=1.F[P-](F)(F)(F)(F)F.N1(O[P+](N(C)C)(N(C)C)N(C)C)C2C=CC=CC=2N=N1.CCN(C(C)C)C(C)C. Product: [NH:25]([C:61]([O:63][C:64]([CH3:66])([CH3:65])[CH3:67])=[O:62])[C@H:26]([C:42]([NH:44][C@H:45]([C:50]([N:52]1[CH2:60][CH2:59][CH2:58][C@H:53]1[C:54]([O:56][CH3:57])=[O:55])=[O:51])[CH2:46][CH:47]([CH3:49])[CH3:48])=[O:43])[CH2:27][C:28]1[CH:29]=[CH:30][C:31]([OH:34])=[CH:32][CH:33]=1. The catalyst class is: 2.